From a dataset of Forward reaction prediction with 1.9M reactions from USPTO patents (1976-2016). Predict the product of the given reaction. Given the reactants [Br:1][C:2]1[CH:9]=[CH:8][C:5]([CH:6]=O)=[CH:4][CH:3]=1.[CH3:10][S:11]([CH3:13])=[O:12], predict the reaction product. The product is: [Br:1][C:2]1[CH:9]=[CH:8][C:5]([CH3:6])=[CH:4][CH:3]=1.[C:10]1([S:11]([C:13]2[CH:6]=[CH:5][CH:8]=[CH:9][CH:2]=2)=[O:12])[CH:8]=[CH:9][CH:2]=[CH:3][CH:4]=1.